Dataset: Full USPTO retrosynthesis dataset with 1.9M reactions from patents (1976-2016). Task: Predict the reactants needed to synthesize the given product. (1) Given the product [Si:27]([O:20][C@H:18]1[CH2:17][CH2:16][C@@:15]2([CH3:21])[C:14](=[CH:13][CH2:12][C@@H:6]3[C@@H:5]2[CH2:4][CH2:3][C@@:2]2([CH3:1])[C@H:7]3[CH2:8][CH2:9][C:10]2=[O:11])[CH2:19]1)([C:40]([CH3:43])([CH3:42])[CH3:41])([C:34]1[CH:35]=[CH:36][CH:37]=[CH:38][CH:39]=1)[C:28]1[CH:33]=[CH:32][CH:31]=[CH:30][CH:29]=1, predict the reactants needed to synthesize it. The reactants are: [CH3:1][C@@:2]12[C:10](=[O:11])[CH2:9][CH2:8][C@H:7]1[C@@H:6]1[CH2:12][CH:13]=[C:14]3[CH2:19][C@@H:18]([OH:20])[CH2:17][CH2:16][C@:15]3([CH3:21])[C@H:5]1[CH2:4][CH2:3]2.N1C=CN=C1.[Si:27](Cl)([C:40]([CH3:43])([CH3:42])[CH3:41])([C:34]1[CH:39]=[CH:38][CH:37]=[CH:36][CH:35]=1)[C:28]1[CH:33]=[CH:32][CH:31]=[CH:30][CH:29]=1.[NH4+].[Cl-]. (2) The reactants are: [CH3:1][N:2]1[C:6]([C@:7]2([OH:14])[CH2:12][CH2:11][CH2:10][CH2:9][C@H:8]2[OH:13])=[CH:5][CH:4]=[N:3]1.CN(C1C=CC=CN=1)C.[C:24](N1C=CN=C1)(N1C=CN=C1)=[O:25]. Given the product [CH3:1][N:2]1[C:6]([C@:7]23[CH2:12][CH2:11][CH2:10][CH2:9][C@H:8]2[O:13][C:24](=[O:25])[O:14]3)=[CH:5][CH:4]=[N:3]1, predict the reactants needed to synthesize it. (3) Given the product [Si:28]([O:29][CH2:30][CH:31]1[CH2:36][CH2:35][CH2:34][N:33]([C:2]2[CH:3]=[CH:4][C:5]([CH3:23])=[C:6]([CH:22]=2)[C:7]([NH:9][C:10]2[C:11]([CH3:21])=[C:12]([CH:17]=[CH:18][C:19]=2[CH3:20])[C:13]([O:15][CH3:16])=[O:14])=[O:8])[CH2:32]1)([C:24]([CH3:27])([CH3:26])[CH3:25])([CH3:38])[CH3:37], predict the reactants needed to synthesize it. The reactants are: Br[C:2]1[CH:3]=[CH:4][C:5]([CH3:23])=[C:6]([CH:22]=1)[C:7]([NH:9][C:10]1[C:11]([CH3:21])=[C:12]([CH:17]=[CH:18][C:19]=1[CH3:20])[C:13]([O:15][CH3:16])=[O:14])=[O:8].[C:24]([Si:28]([CH3:38])([CH3:37])[O:29][CH2:30][CH:31]1[CH2:36][CH2:35][CH2:34][NH:33][CH2:32]1)([CH3:27])([CH3:26])[CH3:25].C([O-])([O-])=O.[Cs+].[Cs+].COC1C=CC=C(OC)C=1C1C=CC=CC=1P(C1CCCCC1)C1CCCCC1. (4) Given the product [CH2:1]([C:3]1[C:11]2[O:10][CH2:9][CH:8]([C:12]3[CH:17]=[CH:16][C:15]([CH:18]([CH3:20])[CH3:19])=[CH:14][CH:13]=3)[C:7]=2[C:6]([CH3:21])=[C:5]([NH:22][C:23]([NH:32][CH2:33][CH2:34][OH:35])=[O:30])[C:4]=1[CH3:31])[CH3:2], predict the reactants needed to synthesize it. The reactants are: [CH2:1]([C:3]1[C:11]2[O:10][CH2:9][CH:8]([C:12]3[CH:17]=[CH:16][C:15]([CH:18]([CH3:20])[CH3:19])=[CH:14][CH:13]=3)[C:7]=2[C:6]([CH3:21])=[C:5]([NH:22][C:23](=[O:30])OCC(Cl)(Cl)Cl)[C:4]=1[CH3:31])[CH3:2].[NH2:32][CH2:33][CH2:34][OH:35]. (5) Given the product [CH3:2][O:3][C:4](=[O:11])[CH2:5][CH2:6][CH2:7][CH2:8][CH2:9][NH:10][C:31]([NH:30][C:22](=[O:29])[C:23]1[CH:24]=[CH:25][CH:26]=[CH:27][CH:28]=1)=[O:32], predict the reactants needed to synthesize it. The reactants are: Cl.[CH3:2][O:3][C:4](=[O:11])[CH2:5][CH2:6][CH2:7][CH2:8][CH2:9][NH2:10].C(N(CC)CC)C.C(Cl)Cl.[C:22]([N:30]=[C:31]=[O:32])(=[O:29])[C:23]1[CH:28]=[CH:27][CH:26]=[CH:25][CH:24]=1. (6) Given the product [CH3:21][O:22][C:23]1[CH:28]=[CH:27][C:26]([CH3:29])=[CH:25][C:24]=1[S:30]([NH:1][C:2]1[CH:7]=[CH:6][CH:5]=[CH:4][C:3]=1[NH:8][S:9]([C:12]1[S:16][C:15]2[CH:17]=[CH:18][CH:19]=[CH:20][C:14]=2[CH:13]=1)(=[O:11])=[O:10])(=[O:31])=[O:32], predict the reactants needed to synthesize it. The reactants are: [NH2:1][C:2]1[CH:7]=[CH:6][CH:5]=[CH:4][C:3]=1[NH:8][S:9]([C:12]1[S:16][C:15]2[CH:17]=[CH:18][CH:19]=[CH:20][C:14]=2[CH:13]=1)(=[O:11])=[O:10].[CH3:21][O:22][C:23]1[CH:28]=[CH:27][C:26]([CH3:29])=[CH:25][C:24]=1[S:30](Cl)(=[O:32])=[O:31]. (7) Given the product [C:27]([O:30][C:31]([N:3]1[C:4]2[C:5](=[C:6]3[C:10](=[CH:11][CH:12]=2)[NH:9][C:8]([C:13]([O:15][CH3:16])=[O:14])=[CH:7]3)[CH2:1][CH2:2]1)=[O:32])([CH3:29])([CH3:28])[CH3:26], predict the reactants needed to synthesize it. The reactants are: [CH2:1]1[C:5]2=[C:6]3[C:10](=[CH:11][CH:12]=[C:4]2[NH:3][CH2:2]1)[NH:9][C:8]([C:13]([O:15][CH3:16])=[O:14])=[CH:7]3.C(N(C(C)C)CC)(C)C.[CH3:26][C:27]([O:30][C:31](O[C:31]([O:30][C:27]([CH3:29])([CH3:28])[CH3:26])=[O:32])=[O:32])([CH3:29])[CH3:28]. (8) Given the product [NH2:8][C:7]1[C:6]([CH3:11])=[CH:5][C:4]([CH:12]([OH:17])[C:13]([F:14])([F:15])[F:16])=[CH:3][C:2]=1[CH3:1], predict the reactants needed to synthesize it. The reactants are: [CH3:1][C:2]1[CH:3]=[C:4]([CH:12]([OH:17])[C:13]([F:16])([F:15])[F:14])[CH:5]=[C:6]([CH3:11])[C:7]=1[N+:8]([O-])=O.[BH4-].[Na+].C(OCC)(=O)C.O.N. (9) The reactants are: [C:1]([O:5]C([N:8]1[CH2:11][CH:10]([O:12][C:13]2[CH:18]=[C:17]([Cl:19])[CH:16]=[CH:15][C:14]=2[O:20][C@@H:21]([C:23]2[CH:28]=[CH:27][CH:26]=[C:25]([C:29]([F:32])([F:31])[F:30])[CH:24]=2)[CH3:22])[CH2:9]1)=O)(C)(C)C.C(O)(C(F)(F)F)=O.C1(C)C=CC=CC=1. Given the product [NH3:8].[CH3:1][OH:5].[Cl:19][C:17]1[CH:16]=[CH:15][C:14]([O:20][C@H:21]([C:23]2[CH:28]=[CH:27][CH:26]=[C:25]([C:29]([F:32])([F:30])[F:31])[CH:24]=2)[CH3:22])=[C:13]([CH:18]=1)[O:12][CH:10]1[CH2:11][NH:8][CH2:9]1, predict the reactants needed to synthesize it. (10) Given the product [N:20]12[CH2:25][CH2:24][CH:23]([CH2:22][CH2:21]1)[C@@H:18]([NH:17][C:10]([C:8]1[S:9][C:5]3[CH:4]=[C:3]([C:1]#[N:2])[CH:14]=[CH:13][C:6]=3[CH:7]=1)=[O:12])[CH2:19]2, predict the reactants needed to synthesize it. The reactants are: [C:1]([C:3]1[CH:14]=[CH:13][C:6]2[CH:7]=[C:8]([C:10]([OH:12])=O)[S:9][C:5]=2[CH:4]=1)#[N:2].Cl.Cl.[NH2:17][C@@H:18]1[CH:23]2[CH2:24][CH2:25][N:20]([CH2:21][CH2:22]2)[CH2:19]1.CN(C(ON1N=NC2C=CC=NC1=2)=[N+](C)C)C.F[P-](F)(F)(F)(F)F.C(N(CC)C(C)C)(C)C.